This data is from Full USPTO retrosynthesis dataset with 1.9M reactions from patents (1976-2016). The task is: Predict the reactants needed to synthesize the given product. (1) Given the product [F:1][C:2]1[CH:3]=[CH:4][C:5]([C:19](=[O:18])[CH3:20])=[N:6][CH:7]=1, predict the reactants needed to synthesize it. The reactants are: [F:1][C:2]1[CH:3]=[CH:4][C:5](C#N)=[N:6][CH:7]=1.C[Mg]Br.[NH4+].[Cl-].C([O:18][CH2:19][CH3:20])(=O)C. (2) Given the product [C:26]([N:12]1[CH:13]([C:15]2[CH:20]=[CH:19][CH:18]=[C:17]([O:21][CH3:22])[CH:16]=2)[CH:14]=[C:9]([C:3]2[CH:4]=[C:5]([F:8])[CH:6]=[CH:7][C:2]=2[F:1])[CH2:10][CH2:11]1)(=[O:28])[CH3:27], predict the reactants needed to synthesize it. The reactants are: [F:1][C:2]1[CH:7]=[CH:6][C:5]([F:8])=[CH:4][C:3]=1[C:9]1[CH2:10][CH2:11][NH:12][CH:13]([C:15]2[CH:20]=[CH:19][CH:18]=[C:17]([O:21][CH3:22])[CH:16]=2)[CH:14]=1.ClCCl.[C:26](OC(=O)C)(=[O:28])[CH3:27]. (3) Given the product [CH3:35][CH:31]([CH3:32])[CH2:1][NH:2][CH2:5][C@@H:7]1[CH2:12][CH2:11][CH2:10][CH2:9][C@@H:8]1[NH:13][C:14](=[O:20])[O:15][C:16]([CH3:19])([CH3:18])[CH3:17], predict the reactants needed to synthesize it. The reactants are: [C:1](=O)([O-])[NH2:2].[CH:5]([C@@H:7]1[CH2:12][CH2:11][CH2:10][CH2:9][C@@H:8]1[NH:13][C:14](=[O:20])[O:15][C:16]([CH3:19])([CH3:18])[CH3:17])=O.C(O[BH-](O[C:31](=O)[CH3:32])OC(=O)C)(=O)C.[Na+].[C:35](=O)(O)[O-].[Na+]. (4) Given the product [C:1]([Si:5]([CH3:7])([CH3:6])[O:8][CH2:9][C:10]1[CH:15]=[CH:14][C:13]([C:16]#[C:17][CH3:18])=[CH:12][CH:11]=1)([CH3:4])([CH3:3])[CH3:2], predict the reactants needed to synthesize it. The reactants are: [C:1]([Si:5]([O:8][CH2:9][C:10]1[CH:15]=[CH:14][C:13]([C:16]#[CH:17])=[CH:12][CH:11]=1)([CH3:7])[CH3:6])([CH3:4])([CH3:3])[CH3:2].[CH2:18]([Li])CCC.IC.S([O-])([O-])(=O)=O.[Mg+2]. (5) Given the product [Cl:13][C:14]1[CH:15]=[CH:16][C:17]([C:20]2[CH:21]=[CH:22][C:23]([C:26]#[C:27][C:2]3[CH:7]=[CH:6][C:5]([C@@H:8]4[CH2:10][C@H:9]4[CH2:11][OH:12])=[CH:4][CH:3]=3)=[N:24][CH:25]=2)=[CH:18][CH:19]=1, predict the reactants needed to synthesize it. The reactants are: I[C:2]1[CH:7]=[CH:6][C:5]([C@@H:8]2[CH2:10][C@H:9]2[CH2:11][OH:12])=[CH:4][CH:3]=1.[Cl:13][C:14]1[CH:19]=[CH:18][C:17]([C:20]2[CH:21]=[CH:22][C:23]([C:26]#[CH:27])=[N:24][CH:25]=2)=[CH:16][CH:15]=1.C(NC(C)C)(C)C. (6) The reactants are: [Cl:1]Cl.[Cl:3][C:4]1[NH:8][N:7]=[C:6]([C:9]([OH:11])=[O:10])[CH:5]=1. Given the product [Cl:1][C:5]1[C:6]([C:9]([OH:11])=[O:10])=[N:7][NH:8][C:4]=1[Cl:3], predict the reactants needed to synthesize it.